Dataset: Catalyst prediction with 721,799 reactions and 888 catalyst types from USPTO. Task: Predict which catalyst facilitates the given reaction. (1) Reactant: [C:1]([C:4]1[N:9]=[N:8][C:7]([NH:10][C@@H:11]2[CH2:16][CH2:15][CH2:14][CH2:13][C@@H:12]2[NH:17]C(=O)OC(C)(C)C)=[CH:6][C:5]=1[NH:25][C:26]1[CH:31]=[CH:30][C:29]([O:32][CH3:33])=[C:28]([CH2:34][CH2:35][CH3:36])[N:27]=1)(=[O:3])[NH2:2].FC(F)(F)C(O)=O. Product: [NH2:17][C@H:12]1[CH2:13][CH2:14][CH2:15][CH2:16][C@H:11]1[NH:10][C:7]1[N:8]=[N:9][C:4]([C:1]([NH2:2])=[O:3])=[C:5]([NH:25][C:26]2[CH:31]=[CH:30][C:29]([O:32][CH3:33])=[C:28]([CH2:34][CH2:35][CH3:36])[N:27]=2)[CH:6]=1. The catalyst class is: 4. (2) Reactant: C([C:3]1[CH:4]=[C:5]2[C:10](=[CH:11][CH:12]=1)[N:9]=[CH:8][C:7]([C:13]#[N:14])=[C:6]2[O:15][CH:16]([C:21]([F:24])([F:23])[F:22])[C:17]([F:20])([F:19])[F:18])=O.COC1C=CC(/[CH:39]=[C:40]2/[C:41]([NH:43][C:44]([S:46]/2)=[NH:45])=[O:42])=CC=1OC1CCCC1.C([O-])(=O)C.[Na+]. Product: [NH2:45][C:44]1[S:46]/[C:40](=[CH:39]\[C:3]2[CH:4]=[C:5]3[C:10](=[CH:11][CH:12]=2)[N:9]=[CH:8][C:7]([C:13]#[N:14])=[C:6]3[O:15][CH:16]([C:17]([F:20])([F:18])[F:19])[C:21]([F:22])([F:23])[F:24])/[C:41](=[O:42])[N:43]=1. The catalyst class is: 15. (3) Reactant: [OH:1][C:2]1[CH:7]=[CH:6][CH:5]=[C:4]([OH:8])[C:3]=1[C:9](=[O:12])[CH2:10][CH3:11].OP(O)(O)=O.B(F)(F)F.CCOCC.[CH3:27][C:28](=[CH2:30])[CH3:29].[OH-].[NH4+]. Product: [C:28]([O:1][C:2]1[CH:7]=[CH:6][CH:5]=[C:4]([OH:8])[C:3]=1[C:9](=[O:12])[CH2:10][CH3:11])([CH3:30])([CH3:29])[CH3:27]. The catalyst class is: 4. (4) Reactant: [Br:1][C:2]1[N:3]=[C:4](Br)[C:5]2[N:6]([CH:8]=[CH:9][N:10]=2)[CH:7]=1.C(N(CC)CC)C.Cl.Cl.[NH2:21][C:22]1[N:23]=[C:24]([NH:29][CH2:30][CH2:31][NH2:32])[S:25][C:26]=1[C:27]#[N:28]. Product: [NH2:21][C:22]1[N:23]=[C:24]([NH:29][CH2:30][CH2:31][NH:32][C:4]2[C:5]3[N:6]([CH:8]=[CH:9][N:10]=3)[CH:7]=[C:2]([Br:1])[N:3]=2)[S:25][C:26]=1[C:27]#[N:28]. The catalyst class is: 16. (5) Reactant: [NH2:1][CH2:2][CH:3]([NH:12][C:13](=[O:19])[O:14][C:15]([CH3:18])([CH3:17])[CH3:16])[C:4]1[CH:9]=[CH:8][CH:7]=[C:6]([Cl:10])[C:5]=1[Cl:11].Cl.[O-:21][C:22]#[N:23].[K+]. Product: [C:22]([NH:1][CH2:2][CH:3]([NH:12][C:13](=[O:19])[O:14][C:15]([CH3:16])([CH3:18])[CH3:17])[C:4]1[CH:9]=[CH:8][CH:7]=[C:6]([Cl:10])[C:5]=1[Cl:11])(=[O:21])[NH2:23]. The catalyst class is: 72. (6) Reactant: [CH3:1][C:2]1[O:6][N:5]=[C:4]([C:7]2[CH:12]=[CH:11][CH:10]=[CH:9][CH:8]=2)[C:3]=1[C:13]1[N:14]=[C:15]2[CH:20]=[C:19]([NH2:21])[CH:18]=[CH:17][N:16]2[CH:22]=1.[CH:23]1([C:26](O)=[O:27])[CH2:25][CH2:24]1.C(N(CC)C(C)C)(C)C.[Cl-].[Na+].O.O. Product: [CH3:1][C:2]1[O:6][N:5]=[C:4]([C:7]2[CH:8]=[CH:9][CH:10]=[CH:11][CH:12]=2)[C:3]=1[C:13]1[N:14]=[C:15]2[CH:20]=[C:19]([NH:21][C:26]([CH:23]3[CH2:25][CH2:24]3)=[O:27])[CH:18]=[CH:17][N:16]2[CH:22]=1. The catalyst class is: 3. (7) Reactant: [NH2:1][CH2:2][CH2:3][C:4]1[CH:9]=[CH:8][C:7]([OH:10])=[CH:6][CH:5]=1.C(=O)([O-])[O-].[K+].[K+].[C:17](O[C:17]([O:19][C:20]([CH3:23])([CH3:22])[CH3:21])=[O:18])([O:19][C:20]([CH3:23])([CH3:22])[CH3:21])=[O:18]. Product: [OH:10][C:7]1[CH:8]=[CH:9][C:4]([CH2:3][CH2:2][NH:1][C:17](=[O:18])[O:19][C:20]([CH3:23])([CH3:22])[CH3:21])=[CH:5][CH:6]=1. The catalyst class is: 38.